From a dataset of Full USPTO retrosynthesis dataset with 1.9M reactions from patents (1976-2016). Predict the reactants needed to synthesize the given product. (1) Given the product [C:1]([NH:5][C:6]1[C:7]([CH3:26])=[N:8][C:9]2[C:14]([N:15]=1)=[C:13]([C:16]1[NH:28][N:27]=[C:18]([C:19]([O:21][CH2:22][CH3:23])=[O:20])[CH:17]=1)[CH:12]=[CH:11][CH:10]=2)([CH3:4])([CH3:3])[CH3:2], predict the reactants needed to synthesize it. The reactants are: [C:1]([NH:5][C:6]1[C:7]([CH3:26])=[N:8][C:9]2[C:14]([N:15]=1)=[C:13]([C:16](=O)[CH2:17][C:18](=O)[C:19]([O:21][CH2:22][CH3:23])=[O:20])[CH:12]=[CH:11][CH:10]=2)([CH3:4])([CH3:3])[CH3:2].[NH2:27][NH2:28]. (2) Given the product [C:1]([O:5][C:6](=[O:7])[NH:8][C:9]1[N:10]=[C:11]([C:15](=[O:17])[NH:33][CH:28]2[CH2:29][CH2:30][CH2:31][CH2:32]2)[N:12]([CH3:14])[CH:13]=1)([CH3:2])([CH3:3])[CH3:4], predict the reactants needed to synthesize it. The reactants are: [C:1]([O:5][C:6]([NH:8][C:9]1[N:10]=[C:11]([C:15]([OH:17])=O)[N:12]([CH3:14])[CH:13]=1)=[O:7])([CH3:4])([CH3:3])[CH3:2].CN(C(ON1N=[N:33][C:28]2[CH:29]=[CH:30][CH:31]=[CH:32]C1=2)=[N+](C)C)C.[B-](F)(F)(F)F.C1(N)CCCC1. (3) Given the product [NH2:33][C:7]1[C:6]2[N:5]([C:4]([C@@H:13]3[CH2:18][CH2:17][CH2:16][N:15]([C:19]([O:21][CH2:22][C:23]4[CH:28]=[CH:27][CH:26]=[CH:25][CH:24]=4)=[O:20])[CH2:14]3)=[N:3][C:2]=2[Br:1])[C:10]([F:11])=[CH:9][N:8]=1, predict the reactants needed to synthesize it. The reactants are: [Br:1][C:2]1[N:3]=[C:4]([C@@H:13]2[CH2:18][CH2:17][CH2:16][N:15]([C:19]([O:21][CH2:22][C:23]3[CH:28]=[CH:27][CH:26]=[CH:25][CH:24]=3)=[O:20])[CH2:14]2)[N:5]2[C:10]([F:11])=[CH:9][N:8]=[C:7](Cl)[C:6]=12.C(O)(C)C.[NH3:33]. (4) Given the product [CH3:23][C:24]1[N:25]([C:2]2[CH:7]=[CH:6][C:5]([C:8]([N:10]3[CH2:15][CH2:14][N:13]([C:16]([O:18][C:19]([CH3:22])([CH3:21])[CH3:20])=[O:17])[CH2:12][CH2:11]3)=[O:9])=[CH:4][CH:3]=2)[C:26]2[C:31]([CH:32]=1)=[CH:30][CH:29]=[CH:28][CH:27]=2, predict the reactants needed to synthesize it. The reactants are: Br[C:2]1[CH:7]=[CH:6][C:5]([C:8]([N:10]2[CH2:15][CH2:14][N:13]([C:16]([O:18][C:19]([CH3:22])([CH3:21])[CH3:20])=[O:17])[CH2:12][CH2:11]2)=[O:9])=[CH:4][CH:3]=1.[CH3:23][C:24]1[NH:25][C:26]2[C:31]([CH:32]=1)=[CH:30][CH:29]=[CH:28][CH:27]=2.C(=O)([O-])[O-].[K+].[K+].CN[C@@H]1CCCC[C@H]1NC. (5) The reactants are: [NH2:1][C:2]1[N:21]=[C:5]2[CH:6]=[N:7][C:8]([C:10]3[CH:11]=[C:12]([CH:18]=[CH:19][CH:20]=3)[C:13]([O:15][CH2:16][CH3:17])=[O:14])=[CH:9][N:4]2[N:3]=1.Br[C:23]1[CH:30]=[CH:29][CH:28]=[CH:27][C:24]=1[C:25]#[N:26].C1C=CC(P(C2C(C3C(P(C4C=CC=CC=4)C4C=CC=CC=4)=CC=C4C=3C=CC=C4)=C3C(C=CC=C3)=CC=2)C2C=CC=CC=2)=CC=1.C(=O)([O-])[O-].[Cs+].[Cs+]. Given the product [C:25]([C:24]1[CH:27]=[CH:28][CH:29]=[CH:30][C:23]=1[NH:1][C:2]1[N:21]=[C:5]2[CH:6]=[N:7][C:8]([C:10]3[CH:11]=[C:12]([CH:18]=[CH:19][CH:20]=3)[C:13]([O:15][CH2:16][CH3:17])=[O:14])=[CH:9][N:4]2[N:3]=1)#[N:26], predict the reactants needed to synthesize it.